From a dataset of NCI-60 drug combinations with 297,098 pairs across 59 cell lines. Regression. Given two drug SMILES strings and cell line genomic features, predict the synergy score measuring deviation from expected non-interaction effect. (1) Drug 1: CCCCC(=O)OCC(=O)C1(CC(C2=C(C1)C(=C3C(=C2O)C(=O)C4=C(C3=O)C=CC=C4OC)O)OC5CC(C(C(O5)C)O)NC(=O)C(F)(F)F)O. Drug 2: C1CC(=O)NC(=O)C1N2C(=O)C3=CC=CC=C3C2=O. Cell line: EKVX. Synergy scores: CSS=25.5, Synergy_ZIP=1.48, Synergy_Bliss=1.05, Synergy_Loewe=-13.3, Synergy_HSA=0.705. (2) Drug 2: C1=CC(=CC=C1C#N)C(C2=CC=C(C=C2)C#N)N3C=NC=N3. Drug 1: CC1=C(C=C(C=C1)NC2=NC=CC(=N2)N(C)C3=CC4=NN(C(=C4C=C3)C)C)S(=O)(=O)N.Cl. Synergy scores: CSS=10.2, Synergy_ZIP=-3.92, Synergy_Bliss=-2.45, Synergy_Loewe=-0.926, Synergy_HSA=-0.349. Cell line: ACHN. (3) Drug 1: CC12CCC3C(C1CCC2NC(=O)OCC(F)(F)F)CCC4C3(C=CC(=O)N4C)C. Drug 2: C1CC(CNC1)C2=CC=C(C=C2)N3C=C4C=CC=C(C4=N3)C(=O)N. Cell line: NCI-H460. Synergy scores: CSS=6.36, Synergy_ZIP=-4.14, Synergy_Bliss=-3.31, Synergy_Loewe=1.01, Synergy_HSA=1.17. (4) Drug 1: C1=CC(=C2C(=C1NCCNCCO)C(=O)C3=C(C=CC(=C3C2=O)O)O)NCCNCCO. Drug 2: CC(C)(C#N)C1=CC(=CC(=C1)CN2C=NC=N2)C(C)(C)C#N. Cell line: NCI-H522. Synergy scores: CSS=51.9, Synergy_ZIP=-1.84, Synergy_Bliss=-3.08, Synergy_Loewe=-6.77, Synergy_HSA=-0.333. (5) Drug 1: C1CCC(C1)C(CC#N)N2C=C(C=N2)C3=C4C=CNC4=NC=N3. Drug 2: C1=NC2=C(N1)C(=S)N=CN2. Cell line: SK-MEL-28. Synergy scores: CSS=-3.85, Synergy_ZIP=-0.0703, Synergy_Bliss=-3.82, Synergy_Loewe=-11.9, Synergy_HSA=-8.18. (6) Drug 1: C1=NC2=C(N=C(N=C2N1C3C(C(C(O3)CO)O)F)Cl)N. Drug 2: CC12CCC3C(C1CCC2O)C(CC4=C3C=CC(=C4)O)CCCCCCCCCS(=O)CCCC(C(F)(F)F)(F)F. Cell line: NCI-H522. Synergy scores: CSS=0.947, Synergy_ZIP=-0.325, Synergy_Bliss=-0.0633, Synergy_Loewe=0.261, Synergy_HSA=0.172. (7) Drug 1: CN1C(=O)N2C=NC(=C2N=N1)C(=O)N. Cell line: ACHN. Synergy scores: CSS=33.9, Synergy_ZIP=-4.34, Synergy_Bliss=-0.604, Synergy_Loewe=-18.4, Synergy_HSA=-0.957. Drug 2: CC1C(C(CC(O1)OC2CC(CC3=C2C(=C4C(=C3O)C(=O)C5=C(C4=O)C(=CC=C5)OC)O)(C(=O)CO)O)N)O.Cl.